Task: Regression. Given two drug SMILES strings and cell line genomic features, predict the synergy score measuring deviation from expected non-interaction effect.. Dataset: NCI-60 drug combinations with 297,098 pairs across 59 cell lines (1) Drug 1: CS(=O)(=O)CCNCC1=CC=C(O1)C2=CC3=C(C=C2)N=CN=C3NC4=CC(=C(C=C4)OCC5=CC(=CC=C5)F)Cl. Drug 2: C#CCC(CC1=CN=C2C(=N1)C(=NC(=N2)N)N)C3=CC=C(C=C3)C(=O)NC(CCC(=O)O)C(=O)O. Cell line: T-47D. Synergy scores: CSS=-4.44, Synergy_ZIP=3.02, Synergy_Bliss=4.71, Synergy_Loewe=-2.26, Synergy_HSA=-1.65. (2) Cell line: SNB-19. Drug 1: CC12CCC3C(C1CCC2=O)CC(=C)C4=CC(=O)C=CC34C. Synergy scores: CSS=53.7, Synergy_ZIP=1.09, Synergy_Bliss=1.31, Synergy_Loewe=-9.08, Synergy_HSA=3.88. Drug 2: C1=CN(C(=O)N=C1N)C2C(C(C(O2)CO)O)O.Cl. (3) Drug 1: C1CCN(CC1)CCOC2=CC=C(C=C2)C(=O)C3=C(SC4=C3C=CC(=C4)O)C5=CC=C(C=C5)O. Drug 2: CN(C)N=NC1=C(NC=N1)C(=O)N. Cell line: COLO 205. Synergy scores: CSS=-3.83, Synergy_ZIP=5.00, Synergy_Bliss=8.16, Synergy_Loewe=0.692, Synergy_HSA=0.650. (4) Drug 1: C1CC(=O)NC(=O)C1N2CC3=C(C2=O)C=CC=C3N. Drug 2: C1CC(=O)NC(=O)C1N2C(=O)C3=CC=CC=C3C2=O. Synergy scores: CSS=-2.92, Synergy_ZIP=-1.28, Synergy_Bliss=-7.16, Synergy_Loewe=-4.47, Synergy_HSA=-6.26. Cell line: MDA-MB-435. (5) Drug 1: C1CC(=O)NC(=O)C1N2C(=O)C3=CC=CC=C3C2=O. Drug 2: CC1C(C(CC(O1)OC2CC(CC3=C2C(=C4C(=C3O)C(=O)C5=CC=CC=C5C4=O)O)(C(=O)C)O)N)O. Synergy scores: CSS=38.0, Synergy_ZIP=0.871, Synergy_Bliss=0.252, Synergy_Loewe=-28.9, Synergy_HSA=-0.453. Cell line: M14. (6) Drug 1: CN(C)C1=NC(=NC(=N1)N(C)C)N(C)C. Drug 2: C1CN1P(=S)(N2CC2)N3CC3. Cell line: OVCAR-4. Synergy scores: CSS=-3.57, Synergy_ZIP=0.859, Synergy_Bliss=-0.951, Synergy_Loewe=-6.43, Synergy_HSA=-4.29. (7) Drug 1: CC1=C(C(=CC=C1)Cl)NC(=O)C2=CN=C(S2)NC3=CC(=NC(=N3)C)N4CCN(CC4)CCO. Drug 2: CC12CCC3C(C1CCC2O)C(CC4=C3C=CC(=C4)O)CCCCCCCCCS(=O)CCCC(C(F)(F)F)(F)F. Cell line: CAKI-1. Synergy scores: CSS=28.1, Synergy_ZIP=-8.96, Synergy_Bliss=-1.87, Synergy_Loewe=-51.8, Synergy_HSA=-0.176.